From a dataset of Full USPTO retrosynthesis dataset with 1.9M reactions from patents (1976-2016). Predict the reactants needed to synthesize the given product. (1) The reactants are: [Li+].[OH-].C[O:4][C:5](=[O:26])[C:6]1[CH:15]=[C:14]([C:16]2[CH:25]=[CH:24][C:23]3[C:18](=[CH:19][CH:20]=[CH:21][CH:22]=3)[CH:17]=2)[CH:13]=[C:8]([C:9]([O:11]C)=[O:10])[CH:7]=1.Cl. Given the product [CH:17]1[C:18]2[C:23](=[CH:22][CH:21]=[CH:20][CH:19]=2)[CH:24]=[CH:25][C:16]=1[C:14]1[CH:13]=[C:8]([C:9]([OH:11])=[O:10])[CH:7]=[C:6]([CH:15]=1)[C:5]([OH:26])=[O:4], predict the reactants needed to synthesize it. (2) Given the product [Br:33][C:27]1[CH:28]=[CH:29][C:30]([F:32])=[CH:31][C:26]=1[O:25][CH:22]1[CH2:23][CH2:24][N:19]([C:14]2[N:15]=[CH:16][C:17]3[N:18]=[C:10]([N:8]([CH2:7][C:6]([OH:34])=[O:5])[CH3:9])[S:11][C:12]=3[N:13]=2)[CH2:20][CH2:21]1, predict the reactants needed to synthesize it. The reactants are: COCC[O:5][C:6](=[O:34])[CH2:7][N:8]([C:10]1[S:11][C:12]2[N:13]=[C:14]([N:19]3[CH2:24][CH2:23][CH:22]([O:25][C:26]4[CH:31]=[C:30]([F:32])[CH:29]=[CH:28][C:27]=4[Br:33])[CH2:21][CH2:20]3)[N:15]=[CH:16][C:17]=2[N:18]=1)[CH3:9].[OH-].[Na+]. (3) Given the product [NH2:23][C:5]1[CH:4]=[C:3]([C:1]#[N:2])[CH:8]=[CH:7][C:6]=1[S:9]([NH:12][C:13]1[CH:14]=[CH:15][CH:16]=[C:17]2[C:22]=1[N:21]=[CH:20][CH:19]=[CH:18]2)(=[O:11])=[O:10], predict the reactants needed to synthesize it. The reactants are: [C:1]([C:3]1[CH:8]=[CH:7][C:6]([S:9]([NH:12][C:13]2[CH:14]=[CH:15][CH:16]=[C:17]3[C:22]=2[N:21]=[CH:20][CH:19]=[CH:18]3)(=[O:11])=[O:10])=[C:5]([N+:23]([O-])=O)[CH:4]=1)#[N:2].Cl[Sn]Cl. (4) Given the product [N:11]1([CH2:10][CH2:9][O:8][C:7]2[CH:17]=[CH:18][C:4]([NH2:1])=[CH:5][CH:6]=2)[CH2:16][CH2:15][O:14][CH2:13][CH2:12]1, predict the reactants needed to synthesize it. The reactants are: [N+:1]([C:4]1[CH:18]=[CH:17][C:7]([O:8][CH2:9][CH2:10][N:11]2[CH2:16][CH2:15][O:14][CH2:13][CH2:12]2)=[CH:6][CH:5]=1)([O-])=O.C(O)C. (5) The reactants are: [CH3:1][C:2]1[CH:3]=[C:4]([CH:7]=[C:8]([CH3:10])[CH:9]=1)[CH:5]=O.[CH2:11]([N:13]([CH2:19][CH3:20])[CH2:14][CH2:15][CH2:16][CH2:17][NH2:18])[CH3:12].[BH4-].[Na+].Cl. Given the product [CH2:11]([N:13]([CH2:19][CH3:20])[CH2:14][CH2:15][CH2:16][CH2:17][NH:18][CH2:5][C:4]1[CH:3]=[C:2]([CH3:1])[CH:9]=[C:8]([CH3:10])[CH:7]=1)[CH3:12], predict the reactants needed to synthesize it.